From a dataset of Reaction yield outcomes from USPTO patents with 853,638 reactions. Predict the reaction yield, written as a fraction of the theoretical maximum amount of product (1.0 means a 100% yield; for example, 0.34 means a 34% yield). The reactants are [CH:1]1[C:9]2[C:8]3[CH:10]=[CH:11][CH:12]=[CH:13][C:7]=3[S:6][C:5]=2[CH:4]=[CH:3][CH:2]=1.C([Li])(C)(C)C.C([Mg]Br)C.[O:23]=O. The catalyst is C1COCC1. The product is [CH:1]1[C:9]2[C:8]3[CH:10]=[CH:11][CH:12]=[CH:13][C:7]=3[S:6][C:5]=2[C:4]([OH:23])=[CH:3][CH:2]=1. The yield is 0.960.